Dataset: Forward reaction prediction with 1.9M reactions from USPTO patents (1976-2016). Task: Predict the product of the given reaction. Given the reactants [F:1][C:2]([F:11])([F:10])[C:3]1[S:4][CH:5]=[C:6]([CH2:8][OH:9])[N:7]=1.C(N(CC)CC)C.[C:19]1([CH3:39])[CH:24]=[CH:23][C:22]([S:25](O[S:25]([C:22]2[CH:23]=[CH:24][C:19]([CH3:39])=[CH:20][CH:21]=2)(=[O:27])=[O:26])(=[O:27])=[O:26])=[CH:21][CH:20]=1, predict the reaction product. The product is: [CH3:39][C:19]1[CH:24]=[CH:23][C:22]([S:25]([O:9][CH2:8][C:6]2[N:7]=[C:3]([C:2]([F:1])([F:10])[F:11])[S:4][CH:5]=2)(=[O:27])=[O:26])=[CH:21][CH:20]=1.